Dataset: Catalyst prediction with 721,799 reactions and 888 catalyst types from USPTO. Task: Predict which catalyst facilitates the given reaction. (1) Reactant: Cl[C:2]1[C:11]2[C:6](=[C:7]([CH3:13])[CH:8]=[CH:9][C:10]=2[F:12])[N:5]=[C:4]([C:14]2[CH:19]=[CH:18][CH:17]=[CH:16][N:15]=2)[C:3]=1[CH3:20].[CH3:21][C:22]1([CH3:37])[C:26]2=[N:27][CH:28]=[C:29]([N:31]3[CH2:36][CH2:35][O:34][CH2:33][CH2:32]3)[CH:30]=[C:25]2[NH:24][CH2:23]1.C1(P(C2CCCCC2)C2C=CC=CC=2C2C(C(C)C)=CC(C(C)C)=CC=2C(C)C)CCCCC1.CC(C)([O-])C.[Na+]. Product: [CH3:21][C:22]1([CH3:37])[C:26]2=[N:27][CH:28]=[C:29]([N:31]3[CH2:36][CH2:35][O:34][CH2:33][CH2:32]3)[CH:30]=[C:25]2[N:24]([C:2]2[C:11]3[C:6](=[C:7]([CH3:13])[CH:8]=[CH:9][C:10]=3[F:12])[N:5]=[C:4]([C:14]3[CH:19]=[CH:18][CH:17]=[CH:16][N:15]=3)[C:3]=2[CH3:20])[CH2:23]1. The catalyst class is: 187. (2) Reactant: [Cl:1][C:2]1[CH:7]=[CH:6][C:5]([C:8]2([NH:11][C:12]3[N:17]=[C:16]([O:18][CH2:19][C:20]([F:23])([F:22])[F:21])[N:15]=[C:14]([NH:24][C:25]4[CH:49]=[CH:48][C:28]([C:29]([NH:31][C@H:32]5[CH2:36][N:35]([C:37]([O:39][C:40]([CH3:43])([CH3:42])[CH3:41])=[O:38])[C@H:34]([C:44]([O:46]C)=[O:45])[CH2:33]5)=[O:30])=[CH:27][CH:26]=4)[N:13]=3)[CH2:10][CH2:9]2)=[CH:4][CH:3]=1.[Li+].[OH-].O.Cl. Product: [C:40]([O:39][C:37]([N:35]1[CH2:36][C@@H:32]([NH:31][C:29](=[O:30])[C:28]2[CH:48]=[CH:49][C:25]([NH:24][C:14]3[N:13]=[C:12]([NH:11][C:8]4([C:5]5[CH:4]=[CH:3][C:2]([Cl:1])=[CH:7][CH:6]=5)[CH2:9][CH2:10]4)[N:17]=[C:16]([O:18][CH2:19][C:20]([F:21])([F:23])[F:22])[N:15]=3)=[CH:26][CH:27]=2)[CH2:33][C@@H:34]1[C:44]([OH:46])=[O:45])=[O:38])([CH3:43])([CH3:41])[CH3:42]. The catalyst class is: 49. (3) Reactant: [NH2:1][C:2]1[C:7]([Cl:8])=[CH:6][C:5]([I:9])=[CH:4][N:3]=1.Br[CH2:11][C:12](=O)[C:13]([O:15]CC)=[O:14].O.[OH-].[Na+]. Product: [Cl:8][C:7]1[C:2]2[N:3]([CH:11]=[C:12]([C:13]([OH:15])=[O:14])[N:1]=2)[CH:4]=[C:5]([I:9])[CH:6]=1. The catalyst class is: 14. (4) Reactant: [NH2:1][C:2]1[C:3]([C:9]([NH:11][CH3:12])=[O:10])=[N:4][C:5](Br)=[CH:6][N:7]=1.[Cu][C:14]#[N:15].CN(C=O)C. Product: [NH2:1][C:2]1[C:3]([C:9]([NH:11][CH3:12])=[O:10])=[N:4][C:5]([C:14]#[N:15])=[CH:6][N:7]=1. The catalyst class is: 13. (5) Reactant: Br[C:2]1[CH:7]=[CH:6][C:5]([C:8]2[CH:13]=[CH:12][C:11]([C:14]3[N:15]=[C:16]([C@@H:19]4[CH2:23][CH2:22][C@H:21]([CH3:24])[N:20]4[C:25]([O:27][C:28]([CH3:31])([CH3:30])[CH3:29])=[O:26])[NH:17][CH:18]=3)=[CH:10][CH:9]=2)=[CH:4][CH:3]=1.[CH3:47][C:42]1([CH3:48])[C:43]([CH3:46])([CH3:45])[O:44][B:40]([B:40]2[O:44][C:43]([CH3:46])([CH3:45])[C:42]([CH3:48])([CH3:47])[O:41]2)[O:41]1.C(Cl)Cl.CC([O-])=O.[K+]. Product: [CH3:24][C@H:21]1[CH2:22][CH2:23][C@@H:19]([C:16]2[NH:17][CH:18]=[C:14]([C:11]3[CH:12]=[CH:13][C:8]([C:5]4[CH:4]=[CH:3][C:2]([B:40]5[O:41][C:42]([CH3:47])([CH3:48])[C:43]([CH3:45])([CH3:46])[O:44]5)=[CH:7][CH:6]=4)=[CH:9][CH:10]=3)[N:15]=2)[N:20]1[C:25]([O:27][C:28]([CH3:29])([CH3:31])[CH3:30])=[O:26]. The catalyst class is: 173. (6) Reactant: [OH:1][C:2]1[CH:11]=[C:10]([O:12][CH3:13])[CH:9]=[C:8](/[CH:14]=[CH:15]/[C:16]2[CH:21]=[CH:20][CH:19]=[CH:18][CH:17]=2)[C:3]=1[C:4]([O:6][CH3:7])=[O:5].[Na].[CH2:23](Br)[CH2:24][C:25]([CH3:27])=[CH2:26]. Product: [OH:1][C:2]1[C:11]([CH2:23][CH2:24][C:25]([CH3:27])=[CH2:26])=[C:10]([O:12][CH3:13])[CH:9]=[C:8](/[CH:14]=[CH:15]/[C:16]2[CH:17]=[CH:18][CH:19]=[CH:20][CH:21]=2)[C:3]=1[C:4]([O:6][CH3:7])=[O:5]. The catalyst class is: 28. (7) Reactant: [CH3:1][N:2]1[CH:6]=[CH:5][N:4]=[C:3]1[CH3:7].[Br:8][C:9]1[CH:14]=[CH:13][CH:12]=[C:11](Br)[CH:10]=1.C(=O)([O-])[O-].[K+].[K+]. Product: [Br:8][C:9]1[CH:14]=[CH:13][CH:12]=[C:11]([C:6]2[N:2]([CH3:1])[C:3]([CH3:7])=[N:4][CH:5]=2)[CH:10]=1. The catalyst class is: 613.